From a dataset of Reaction yield outcomes from USPTO patents with 853,638 reactions. Predict the reaction yield, written as a fraction of the theoretical maximum amount of product (1.0 means a 100% yield; for example, 0.34 means a 34% yield). The reactants are C(O)(C(F)(F)F)=O.[CH2:8]([C:10]1[C:18]2[C:13](=[CH:14][CH:15]=[CH:16][C:17]=2[NH:19][C:20]2[C:28]3[C:23](=[CH:24][N:25]=[CH:26][CH:27]=3)[O:22][C:21]=2[C:29]2[N:34]=[CH:33][CH:32]=[CH:31][N:30]=2)[N:12](C(OC(C)(C)C)=O)[N:11]=1)[CH3:9]. The catalyst is ClCCl. The product is [CH2:8]([C:10]1[C:18]2[C:17]([NH:19][C:20]3[C:28]4[C:23](=[CH:24][N:25]=[CH:26][CH:27]=4)[O:22][C:21]=3[C:29]3[N:34]=[CH:33][CH:32]=[CH:31][N:30]=3)=[CH:16][CH:15]=[CH:14][C:13]=2[NH:12][N:11]=1)[CH3:9]. The yield is 0.870.